From a dataset of Full USPTO retrosynthesis dataset with 1.9M reactions from patents (1976-2016). Predict the reactants needed to synthesize the given product. (1) Given the product [CH3:28][S:27]([C:20]1[CH:21]=[C:22]([CH:25]=[CH:26][C:19]=1[CH:18]1[C:17]2[C:29](=[O:32])[CH2:30][CH2:31][C:16]=2[N:15]([C:33]2[CH:38]=[CH:37][CH:36]=[C:35]([C:39]([F:41])([F:42])[F:40])[CH:34]=2)[C:14](=[O:43])[N:13]1[CH3:12])[C:23]#[N:24])=[O:6], predict the reactants needed to synthesize it. The reactants are: ClC1C=C(C=CC=1)C(OO)=[O:6].[CH3:12][N:13]1[CH:18]([C:19]2[CH:26]=[CH:25][C:22]([C:23]#[N:24])=[CH:21][C:20]=2[S:27][CH3:28])[C:17]2[C:29](=[O:32])[CH2:30][CH2:31][C:16]=2[N:15]([C:33]2[CH:38]=[CH:37][CH:36]=[C:35]([C:39]([F:42])([F:41])[F:40])[CH:34]=2)[C:14]1=[O:43]. (2) Given the product [C:1]1([C:7]2[C:8]([OH:10])=[N:23][C:24]3[N:25]([CH:26]=[CH:27][N:28]=3)[C:13]=2[OH:15])[CH:2]=[CH:3][CH:4]=[CH:5][CH:6]=1, predict the reactants needed to synthesize it. The reactants are: [C:1]1([CH:7]([C:13]([O:15]CC)=O)[C:8]([O:10]CC)=O)[CH:6]=[CH:5][CH:4]=[CH:3][CH:2]=1.S(O)(O)(=O)=O.[NH2:23][C:24]1[NH:25][CH:26]=[CH:27][N:28]=1.C1CCN2C(=NCCC2)CC1. (3) The reactants are: [F:1][C:2]([F:24])([F:23])[C:3]1[CH:4]=[C:5]([CH:16]=[C:17]([C:19]([F:22])([F:21])[F:20])[CH:18]=1)[CH2:6][N:7]1[C:11]([Cl:12])=[C:10]([C:13]([OH:15])=O)[N:9]=[N:8]1.C(Cl)(=O)C(Cl)=O.[Cl:31][C:32]1[CH:37]=[CH:36][CH:35]=[CH:34][C:33]=1[CH:38]1[CH2:43][CH2:42][CH2:41][NH:40][CH2:39]1. Given the product [F:24][C:2]([F:1])([F:23])[C:3]1[CH:4]=[C:5]([CH:16]=[C:17]([C:19]([F:21])([F:22])[F:20])[CH:18]=1)[CH2:6][N:7]1[C:11]([Cl:12])=[C:10]([C:13]([N:40]2[CH2:41][CH2:42][CH2:43][CH:38]([C:33]3[CH:34]=[CH:35][CH:36]=[CH:37][C:32]=3[Cl:31])[CH2:39]2)=[O:15])[N:9]=[N:8]1, predict the reactants needed to synthesize it. (4) The reactants are: [N+:1]([C:4]1[CH:5]=[C:6]2[C:11](=[CH:12][CH:13]=1)[NH:10][C:9](=O)[NH:8][C:7]2=O)([O-:3])=[O:2].P(Cl)(Cl)(Cl)=O.C(N(C(C)C)C=O)(C)C.Cl.[F:31][C:32]([F:36])([F:35])[CH2:33][NH2:34].C(N(CC)CC)C.[CH2:44]([NH2:47])[CH:45]=[CH2:46]. Given the product [CH2:44]([NH:47][C:9]1[N:8]=[C:7]([NH:34][CH2:33][C:32]([F:36])([F:35])[F:31])[C:6]2[C:11](=[CH:12][CH:13]=[C:4]([N+:1]([O-:3])=[O:2])[CH:5]=2)[N:10]=1)[CH:45]=[CH2:46], predict the reactants needed to synthesize it. (5) Given the product [C:1]([O:4][CH:5]1[CH2:9][CH2:8][C:7]([CH:25]([O:27][C:28](=[O:30])[CH3:29])[CH3:26])([C:10]([N:12]2[CH2:13][C:14]3[CH:19]=[C:18]([C:20]([F:22])([F:21])[F:23])[CH:17]=[CH:16][C:15]=3[O:24][CH2:36]2)=[O:11])[CH2:6]1)(=[O:3])[CH3:2], predict the reactants needed to synthesize it. The reactants are: [C:1]([O:4][CH:5]1[CH2:9][CH2:8][C:7]([CH:25]([O:27][C:28](=[O:30])[CH3:29])[CH3:26])([C:10]([NH:12][CH2:13][C:14]2[CH:19]=[C:18]([C:20]([F:23])([F:22])[F:21])[CH:17]=[CH:16][C:15]=2[OH:24])=[O:11])[CH2:6]1)(=[O:3])[CH3:2].C=O.S(O)([C:36]1C=CC(C)=CC=1)(=O)=O.O. (6) Given the product [O:11]1[CH:12]=[CH:13][N:14]=[C:10]1[C:7]1[CH:8]=[CH:9][C:4]([NH2:1])=[CH:5][CH:6]=1, predict the reactants needed to synthesize it. The reactants are: [N+:1]([C:4]1[CH:9]=[CH:8][C:7]([C:10]2[O:11][CH:12]=[CH:13][N:14]=2)=[CH:6][CH:5]=1)([O-])=O. (7) Given the product [CH2:15]([O:14][C:10](=[O:13])[CH2:11][CH2:12][NH:1][CH:2]([CH3:9])[CH2:3][C:4]([O:6][CH2:7][CH3:8])=[O:5])[CH3:16], predict the reactants needed to synthesize it. The reactants are: [NH2:1][CH:2]([CH3:9])[CH2:3][C:4]([O:6][CH2:7][CH3:8])=[O:5].[C:10]([O:14][CH2:15][CH3:16])(=[O:13])[CH:11]=[CH2:12].